From a dataset of Forward reaction prediction with 1.9M reactions from USPTO patents (1976-2016). Predict the product of the given reaction. Given the reactants [I:1][C:2]1[CH:7]=[CH:6][CH:5]=[CH:4][C:3]=1[C:8]1([C:12]([OH:14])=[O:13])[CH2:11][CH2:10][CH2:9]1.OS(O)(=O)=O.[CH3:20]O, predict the reaction product. The product is: [I:1][C:2]1[CH:7]=[CH:6][CH:5]=[CH:4][C:3]=1[C:8]1([C:12]([O:14][CH3:20])=[O:13])[CH2:9][CH2:10][CH2:11]1.